Dataset: Reaction yield outcomes from USPTO patents with 853,638 reactions. Task: Predict the reaction yield, written as a fraction of the theoretical maximum amount of product (1.0 means a 100% yield; for example, 0.34 means a 34% yield). (1) The reactants are [C:1]([O:5][C:6](=[O:25])[N:7]([CH2:23][CH3:24])[CH2:8][CH2:9][N:10]1[CH2:15][CH2:14][C:13]2[NH:16][C:17]([CH:20]=O)=[C:18]([CH3:19])[C:12]=2[C:11]1=[O:22])([CH3:4])([CH3:3])[CH3:2].[F:26][C:27]1[CH:28]=[C:29]2[C:33](=[CH:34][CH:35]=1)N[C:31](=[O:36])[CH2:30]2.N1CCCC[CH2:38]1. The catalyst is C(O)C. The product is [C:1]([O:5][C:6](=[O:25])[N:7]([CH2:23][CH3:24])[CH2:8][CH2:9][N:10]1[CH2:15][CH2:14][C:13]2[NH:16][C:17]([CH:20]=[C:30]3[C:29]4[C:33](=[CH:34][CH:35]=[C:27]([F:26])[CH:28]=4)[CH2:38][C:31]3=[O:36])=[C:18]([CH3:19])[C:12]=2[C:11]1=[O:22])([CH3:4])([CH3:3])[CH3:2]. The yield is 0.500. (2) The reactants are C(N1CCN(C(C2C=C3C(=CC=2)NC(C(O)=O)=C3)=O)CC1)(C)C.[CH:24]1([N:29]2[CH2:34][CH2:33][N:32]([C:35]([C:37]3[CH:38]=[C:39]4[C:43](=[CH:44][CH:45]=3)[NH:42][C:41]([C:46]([N:48]3[CH2:53]CS(=O)(=O)CC3)=[O:47])=[CH:40]4)=[O:36])[CH2:31][CH2:30]2)[CH2:28]CC[CH2:25]1.[F:56][C:57]1(NC)[CH2:60][O:59][CH2:58]1.F[B-](F)(F)F.N1(OC(N(C)C)=[N+](C)C)C2C=CC=CC=2N=N1.C(N(CC)C(C)C)(C)C. The catalyst is CN(C)C=O. The product is [F:56][C:57]1([CH2:53][NH:48][C:46]([C:41]2[NH:42][C:43]3[C:39]([CH:40]=2)=[CH:38][C:37]([C:35]([N:32]2[CH2:33][CH2:34][N:29]([CH:24]([CH3:25])[CH3:28])[CH2:30][CH2:31]2)=[O:36])=[CH:45][CH:44]=3)=[O:47])[CH2:60][O:59][CH2:58]1. The yield is 0.420. (3) The reactants are [Cl:1][C:2]1[CH:3]=[C:4]([CH:34]=[CH:35][C:36]=1[Cl:37])[CH2:5][NH:6][CH2:7][CH2:8][CH2:9][C:10]([N:29](C)[C:30](=O)C)([CH2:16][CH2:17][CH2:18][CH2:19][B:20]1[O:24]C(C)(C)C(C)(C)[O:21]1)[C:11]([O:13]CC)=[O:12]. The catalyst is Cl. The product is [ClH:1].[ClH:1].[B:20]([CH2:19][CH2:18][CH2:17][CH2:16][C:10]([CH2:9][CH2:8][CH2:7][NH:6][CH2:5][C:4]1[CH:34]=[CH:35][C:36]([Cl:37])=[C:2]([Cl:1])[CH:3]=1)([NH:29][CH3:30])[C:11]([OH:13])=[O:12])([OH:24])[OH:21]. The yield is 0.120.